This data is from Reaction yield outcomes from USPTO patents with 853,638 reactions. The task is: Predict the reaction yield, written as a fraction of the theoretical maximum amount of product (1.0 means a 100% yield; for example, 0.34 means a 34% yield). (1) The reactants are [Br:1][C:2]1[C:3]([C:9]([CH3:12])([CH3:11])[CH3:10])=[N:4][N:5]([CH3:8])[C:6]=1[NH2:7].[C:13](O[C:13]([O:15][C:16]([CH3:19])([CH3:18])[CH3:17])=[O:14])([O:15][C:16]([CH3:19])([CH3:18])[CH3:17])=[O:14].C(=O)([O-])[O-].[K+].[K+]. The catalyst is CN(C1C=CN=CC=1)C.C(Cl)Cl. The product is [C:16]([O:15][C:13](=[O:14])[NH:7][C:6]1[N:5]([CH3:8])[N:4]=[C:3]([C:9]([CH3:12])([CH3:11])[CH3:10])[C:2]=1[Br:1])([CH3:19])([CH3:18])[CH3:17]. The yield is 0.800. (2) The reactants are [CH3:1][O:2][C:3]1[CH:20]=[CH:19][C:6]([CH2:7][N:8]2[CH2:13][CH2:12][CH2:11][CH:10]([C:14](=O)[CH2:15][CH2:16][CH3:17])[CH2:9]2)=[CH:5][CH:4]=1.[OH-].[K+].O.NN.[NH4+].[Cl-]. The catalyst is C(O)COCCO. The product is [CH2:14]([CH:10]1[CH2:11][CH2:12][CH2:13][N:8]([CH2:7][C:6]2[CH:19]=[CH:20][C:3]([O:2][CH3:1])=[CH:4][CH:5]=2)[CH2:9]1)[CH2:15][CH2:16][CH3:17]. The yield is 0.890. (3) The reactants are [Cl:1][C:2]1[CH:10]=[CH:9][CH:8]=[C:7]2[C:3]=1[C:4]([C:15]([OH:17])=O)=[CH:5][N:6]2[CH:11]1[CH2:14][O:13][CH2:12]1.CN(C(ON1N=NC2C=CC=NC1=2)=[N+](C)C)C.F[P-](F)(F)(F)(F)F.CCN(C(C)C)C(C)C.[NH2:51][CH2:52][C:53]1([OH:60])[CH2:58][CH2:57][CH2:56][CH:55]([CH3:59])[CH2:54]1. No catalyst specified. The product is [Cl:1][C:2]1[CH:10]=[CH:9][CH:8]=[C:7]2[C:3]=1[C:4]([C:15]([NH:51][CH2:52][C:53]1([OH:60])[CH2:58][CH2:57][CH2:56][CH:55]([CH3:59])[CH2:54]1)=[O:17])=[CH:5][N:6]2[CH:11]1[CH2:12][O:13][CH2:14]1. The yield is 0.168. (4) The reactants are Cl.[CH3:2][O:3][C:4](=[O:11])[C@H:5]([C@H:7]([CH2:9][CH3:10])[CH3:8])[NH2:6].C1COCC1.[CH:17](=O)[C:18]1[CH:23]=[CH:22][CH:21]=[CH:20][CH:19]=1.CCN(CC)CC.[BH4-].[Na+]. The catalyst is CO. The product is [CH2:17]([NH:6][C@@H:5]([C@@H:7]([CH3:8])[CH2:9][CH3:10])[C:4]([O:3][CH3:2])=[O:11])[C:18]1[CH:23]=[CH:22][CH:21]=[CH:20][CH:19]=1. The yield is 0.680. (5) The reactants are [OH:1][CH2:2][C:3]([NH:6][C:7]([C:9]1[C:17]2[C:12](=[N:13][CH:14]=[C:15]([C:18]3[C:26]4[C:21](=[CH:22][CH:23]=[C:24]([O:27][CH3:28])[CH:25]=4)[N:20]([CH3:29])[N:19]=3)[N:16]=2)[N:11](COCC[Si](C)(C)C)[CH:10]=1)=[O:8])([CH3:5])[CH3:4].[F-].[Cs+].C1OCCOCCOCCOCCOCCOC1. The catalyst is C(#N)C.ClCCl. The product is [OH:1][CH2:2][C:3]([NH:6][C:7]([C:9]1[C:17]2[C:12](=[N:13][CH:14]=[C:15]([C:18]3[C:26]4[C:21](=[CH:22][CH:23]=[C:24]([O:27][CH3:28])[CH:25]=4)[N:20]([CH3:29])[N:19]=3)[N:16]=2)[NH:11][CH:10]=1)=[O:8])([CH3:5])[CH3:4]. The yield is 0.517. (6) The catalyst is C1COCC1.O. The reactants are [OH:1][CH:2]([C:12]1[CH:17]=[CH:16][CH:15]=[CH:14][CH:13]=1)[CH2:3][NH:4][C:5](=[O:11])[O:6][C:7]([CH3:10])([CH3:9])[CH3:8].O[N:19]1[C:23](=[O:24])[C:22]2=[CH:25][CH:26]=[CH:27][CH:28]=[C:21]2[C:20]1=[O:29].C1(P(C2C=CC=CC=2)C2C=CC=CC=2)C=CC=CC=1.N(C(OCC)=O)=NC(OCC)=O. The yield is 0.690. The product is [O:29]=[C:20]1[C:21]2[C:22](=[CH:25][CH:26]=[CH:27][CH:28]=2)[C:23](=[O:24])[N:19]1[O:1][CH:2]([C:12]1[CH:17]=[CH:16][CH:15]=[CH:14][CH:13]=1)[CH2:3][NH:4][C:5](=[O:11])[O:6][C:7]([CH3:10])([CH3:8])[CH3:9]. (7) The reactants are [Br:1][C:2]1[CH:13]=[CH:12][C:5]([CH2:6][O:7][CH2:8][C:9]([OH:11])=O)=[CH:4][CH:3]=1.CS(O)(=O)=O.[C:19]([C:23]1[CH:36]=[CH:35][C:26]([CH2:27][N:28]([C:30]([NH:32][CH2:33][CH3:34])=[O:31])[NH2:29])=[CH:25][CH:24]=1)([CH3:22])([CH3:21])[CH3:20].F[P-](F)(F)(F)(F)F.N1(OC(N(C)C)=[N+](C)C)C2N=CC=CC=2N=N1.CCN(C(C)C)C(C)C. The catalyst is CN(C=O)C. The product is [Br:1][C:2]1[CH:3]=[CH:4][C:5]([CH2:6][O:7][CH2:8][C:9]([NH:29][N:28]([CH2:27][C:26]2[CH:25]=[CH:24][C:23]([C:19]([CH3:20])([CH3:22])[CH3:21])=[CH:36][CH:35]=2)[C:30]([NH:32][CH2:33][CH3:34])=[O:31])=[O:11])=[CH:12][CH:13]=1. The yield is 0.410. (8) The reactants are [Br:1][C:2]1[C:3]([CH:9](Br)Br)=[CH:4][C:5]([F:8])=[N:6][CH:7]=1.[Br:1][C:2]1[C:3]([CH2:9]Br)=[CH:4][C:5]([F:8])=[N:6][CH:7]=1.C(=O)([O-])[O-:23].[Ca+2]. The catalyst is CS(C)=O. The product is [Br:1][C:2]1[C:3]([CH:9]=[O:23])=[CH:4][C:5]([F:8])=[N:6][CH:7]=1. The yield is 0.450. (9) The reactants are [CH:1]([C@H:14]1[O:19][CH2:18][C@@H:17]([NH2:20])[CH2:16][CH2:15]1)([C:8]1[CH:13]=[CH:12][CH:11]=[CH:10][CH:9]=1)[C:2]1[CH:7]=[CH:6][CH:5]=[CH:4][CH:3]=1.[N+:21]([C:24]1[CH:31]=[CH:30][C:27]([CH:28]=O)=[CH:26][CH:25]=1)([O-:23])=[O:22].C(O)(=O)C.[BH3-]C#N.[Na+]. The catalyst is ClCCCl.CO. The product is [CH:1]([C@H:14]1[O:19][CH2:18][C@@H:17]([NH:20][CH2:28][C:27]2[CH:30]=[CH:31][C:24]([N+:21]([O-:23])=[O:22])=[CH:25][CH:26]=2)[CH2:16][CH2:15]1)([C:8]1[CH:13]=[CH:12][CH:11]=[CH:10][CH:9]=1)[C:2]1[CH:3]=[CH:4][CH:5]=[CH:6][CH:7]=1. The yield is 0.800.